This data is from Catalyst prediction with 721,799 reactions and 888 catalyst types from USPTO. The task is: Predict which catalyst facilitates the given reaction. (1) Reactant: C=O.[NH:3]1[CH2:8][CH2:7][CH:6]([C:9]2[CH:14]=[CH:13][C:12]([NH:15][C:16]3[N:21]=[C:20]([CH2:22][CH2:23][C:24]4[CH:29]=[CH:28][CH:27]=[CH:26][C:25]=4[C:30]4([C:33]([NH2:35])=[O:34])[CH2:32][CH2:31]4)[C:19]([C:36]([F:39])([F:38])[F:37])=[CH:18][N:17]=3)=[CH:11][CH:10]=2)[CH2:5][CH2:4]1.[C:40](O[BH-](OC(=O)C)OC(=O)C)(=O)C.[Na+]. Product: [CH3:40][N:3]1[CH2:8][CH2:7][CH:6]([C:9]2[CH:10]=[CH:11][C:12]([NH:15][C:16]3[N:21]=[C:20]([CH2:22][CH2:23][C:24]4[CH:29]=[CH:28][CH:27]=[CH:26][C:25]=4[C:30]4([C:33]([NH2:35])=[O:34])[CH2:31][CH2:32]4)[C:19]([C:36]([F:39])([F:38])[F:37])=[CH:18][N:17]=3)=[CH:13][CH:14]=2)[CH2:5][CH2:4]1. The catalyst class is: 5. (2) Reactant: [Cl-].[CH3:2][N:3]1[C:7]([CH2:8][P+](C2C=CC=CC=2)(C2C=CC=CC=2)C2C=CC=CC=2)=[N:6][C:5]([N:28]2[CH2:32][CH2:31][CH2:30][CH2:29]2)=[N:4]1.NC(N)=[S:35]. Product: [CH3:2][N:3]1[C:7]([CH2:8][SH:35])=[N:6][C:5]([N:28]2[CH2:32][CH2:31][CH2:30][CH2:29]2)=[N:4]1. The catalyst class is: 8.